From a dataset of Full USPTO retrosynthesis dataset with 1.9M reactions from patents (1976-2016). Predict the reactants needed to synthesize the given product. Given the product [CH3:14][O:15][C:16]1[CH:23]=[CH:22][CH:21]=[CH:20][C:17]=1[N:18]([CH3:19])[S:2]([C:5]1[CH:13]=[CH:12][C:8]([C:9]([OH:11])=[O:10])=[CH:7][CH:6]=1)(=[O:4])=[O:3], predict the reactants needed to synthesize it. The reactants are: Cl[S:2]([C:5]1[CH:13]=[CH:12][C:8]([C:9]([OH:11])=[O:10])=[CH:7][CH:6]=1)(=[O:4])=[O:3].[CH3:14][O:15][C:16]1[CH:23]=[CH:22][CH:21]=[CH:20][C:17]=1[NH:18][CH3:19].